This data is from Forward reaction prediction with 1.9M reactions from USPTO patents (1976-2016). The task is: Predict the product of the given reaction. (1) The product is: [F:1][C:2]1[CH:3]=[C:4]([CH:5]=[CH:6][C:7]=1[O:8][C:9]1[CH:14]=[N:13][C:12]([C:15]([F:17])([F:18])[F:16])=[N:11][CH:10]=1)[CH2:19][O:20][C:22]1[CH:33]=[C:26]2[N:27]([CH3:32])[C@H:28]([CH3:31])[CH2:29][CH2:30][N:25]2[C:24](=[O:34])[N:23]=1. Given the reactants [F:1][C:2]1[CH:3]=[C:4]([CH2:19][OH:20])[CH:5]=[CH:6][C:7]=1[O:8][C:9]1[CH:10]=[N:11][C:12]([C:15]([F:18])([F:17])[F:16])=[N:13][CH:14]=1.Cl[C:22]1[CH:33]=[C:26]2[N:27]([CH3:32])[C@H:28]([CH3:31])[CH2:29][CH2:30][N:25]2[C:24](=[O:34])[N:23]=1, predict the reaction product. (2) Given the reactants [Br:1][C:2]1[CH:7]=[CH:6][CH:5]=[C:4](I)[CH:3]=1.C([Mg]Cl)(C)C.[O:14]1[CH2:19][CH2:18][C:17](=[O:20])[CH2:16][CH2:15]1, predict the reaction product. The product is: [Br:1][C:2]1[CH:3]=[C:4]([C:17]2([OH:20])[CH2:18][CH2:19][O:14][CH2:15][CH2:16]2)[CH:5]=[CH:6][CH:7]=1. (3) Given the reactants [C:1]([O:5][C:6]([N:8]1[C:16]2[C:11](=[CH:12][C:13]([SH:21])=[C:14]([C:17]([CH3:20])([CH3:19])[CH3:18])[CH:15]=2)[CH2:10][CH2:9]1)=[O:7])([CH3:4])([CH3:3])[CH3:2].N1C=CC=CC=1.[S:28](Br)([C:31]1[CH:37]=[CH:36][C:34]([CH3:35])=[CH:33][CH:32]=1)(=[O:30])=[O:29].C(Cl)(Cl)(Cl)Cl, predict the reaction product. The product is: [C:1]([O:5][C:6]([N:8]1[C:16]2[C:11](=[CH:12][C:13]([S:21][S:28]([C:31]3[CH:37]=[CH:36][C:34]([CH3:35])=[CH:33][CH:32]=3)(=[O:30])=[O:29])=[C:14]([C:17]([CH3:20])([CH3:19])[CH3:18])[CH:15]=2)[CH2:10][CH2:9]1)=[O:7])([CH3:4])([CH3:3])[CH3:2]. (4) Given the reactants CO[C:3](OC)([N:5]([CH3:7])[CH3:6])C.[C:10]([O:13][C@@H:14]1[C@@H:27]([O:28][C:29](=[O:31])[CH3:30])[C@H:26]([O:32][C:33](=[O:35])[CH3:34])[CH2:25][S:24][C@H:15]1[O:16][C:17]1[C:18]([NH2:23])=[N:19][CH:20]=[CH:21][CH:22]=1)(=[O:12])[CH3:11], predict the reaction product. The product is: [CH3:3][N:5]([CH3:7])[CH:6]=[N:23][C:18]1[C:17]([O:16][C@@H:15]2[S:24][CH2:25][C@@H:26]([O:32][C:33](=[O:35])[CH3:34])[C@H:27]([O:28][C:29](=[O:31])[CH3:30])[C@H:14]2[O:13][C:10](=[O:12])[CH3:11])=[CH:22][CH:21]=[CH:20][N:19]=1. (5) Given the reactants Br[C:2]1[CH:3]=[CH:4][C:5]([O:15][CH3:16])=[C:6]([CH:14]=1)[O:7][C@@H:8]1[CH2:12][CH2:11][N:10]([CH3:13])[CH2:9]1.C(OC([N:24]1[CH2:29][CH2:28][NH:27][CH2:26][C@@H:25]1[CH2:30][C:31]1[CH:36]=[CH:35][CH:34]=[CH:33][CH:32]=1)=O)(C)(C)C, predict the reaction product. The product is: [CH2:30]([C@@H:25]1[NH:24][CH2:29][CH2:28][N:27]([C:2]2[CH:3]=[CH:4][C:5]([O:15][CH3:16])=[C:6]([O:7][C@@H:8]3[CH2:12][CH2:11][N:10]([CH3:13])[CH2:9]3)[CH:14]=2)[CH2:26]1)[C:31]1[CH:32]=[CH:33][CH:34]=[CH:35][CH:36]=1.